The task is: Predict the reaction yield, written as a fraction of the theoretical maximum amount of product (1.0 means a 100% yield; for example, 0.34 means a 34% yield).. This data is from Reaction yield outcomes from USPTO patents with 853,638 reactions. (1) The yield is 0.950. The catalyst is CN(C=O)C.C(OCC)(=O)C. The product is [C:20]([CH2:19][N:6]1[C:7]([C:9]([O:11][CH2:12][CH3:13])=[O:10])=[CH:8][C:4]2[CH2:3][C:2]([CH3:1])([CH3:15])[CH2:14][C:5]1=2)#[N:21]. The reactants are [CH3:1][C:2]1([CH3:15])[CH2:14][C:5]2[NH:6][C:7]([C:9]([O:11][CH2:12][CH3:13])=[O:10])=[CH:8][C:4]=2[CH2:3]1.[H-].[Na+].Br[CH2:19][C:20]#[N:21].O. (2) The reactants are [N:1]1[CH:6]=[CH:5][CH:4]=[CH:3][C:2]=1[S:7]([CH:10]([NH:22][CH2:23][C:24]1[CH:29]=[CH:28][C:27]([C:30]2[S:31][CH:32]=[CH:33][N:34]=2)=[CH:26][CH:25]=1)[C:11]1[N:16]=[C:15]([NH:17][CH2:18][C:19]([OH:21])=[O:20])[CH:14]=[CH:13][CH:12]=1)(=[O:9])=[O:8].Cl.O1[CH2:41][CH2:40]OCC1. The catalyst is C(O)CCCCC. The product is [CH2:2]([O:20][C:19](=[O:21])[CH2:18][NH:17][C:15]1[CH:14]=[CH:13][CH:12]=[C:11]([CH:10]([S:7]([C:2]2[CH:3]=[CH:4][CH:5]=[CH:6][N:1]=2)(=[O:9])=[O:8])[NH:22][CH2:23][C:24]2[CH:29]=[CH:28][C:27]([C:30]3[S:31][CH:32]=[CH:33][N:34]=3)=[CH:26][CH:25]=2)[N:16]=1)[CH2:3][CH2:4][CH2:5][CH2:40][CH3:41]. The yield is 0.920. (3) The reactants are [CH2:1](NC(=O)[C@@H](O)C1C=CC=CC=1)C1C=CC=CC=1.[F:19][C:20]1[CH:21]=[C:22]([C:27](=[O:33])[C:28]([O:30][CH2:31][CH3:32])=[O:29])[CH:23]=[C:24]([F:26])[CH:25]=1.C[Zn]C. The catalyst is C1(C)C=CC=CC=1. The product is [F:19][C:20]1[CH:21]=[C:22]([C@@:27]([OH:33])([CH3:1])[C:28]([O:30][CH2:31][CH3:32])=[O:29])[CH:23]=[C:24]([F:26])[CH:25]=1. The yield is 0.580. (4) The reactants are C([N-]C(C)C)(C)C.[Li+].[N:9]1[CH:14]=[CH:13][C:12]([CH3:15])=[CH:11][CH:10]=1.CON(C)[C:19](=[O:26])[C:20]1[CH:25]=[CH:24][CH:23]=[CH:22][CH:21]=1. The catalyst is C1COCC1. The product is [C:20]1([C:19](=[O:26])[CH2:15][C:12]2[CH:13]=[CH:14][N:9]=[CH:10][CH:11]=2)[CH:25]=[CH:24][CH:23]=[CH:22][CH:21]=1. The yield is 0.700.